This data is from Catalyst prediction with 721,799 reactions and 888 catalyst types from USPTO. The task is: Predict which catalyst facilitates the given reaction. (1) Reactant: [Cl:1][C:2]1[CH:3]=[CH:4][C:5]2[N:11]3[C:12]([CH:15]=[O:16])=[CH:13][CH:14]=[C:10]3[C@@H:9]([CH2:17][CH2:18][C:19]([O:21][CH3:22])=[O:20])[O:8][C@H:7]([C:23]3[CH:28]=[CH:27][CH:26]=[C:25]([O:29][CH3:30])[C:24]=3[O:31][CH3:32])[C:6]=2[CH:33]=1.[BH4-].[Na+].C(O)(=O)CC(CC(O)=O)(C(O)=O)O. The catalyst class is: 7. Product: [Cl:1][C:2]1[CH:3]=[CH:4][C:5]2[N:11]3[C:12]([CH2:15][OH:16])=[CH:13][CH:14]=[C:10]3[C@@H:9]([CH2:17][CH2:18][C:19]([O:21][CH3:22])=[O:20])[O:8][C@H:7]([C:23]3[CH:28]=[CH:27][CH:26]=[C:25]([O:29][CH3:30])[C:24]=3[O:31][CH3:32])[C:6]=2[CH:33]=1. (2) Reactant: [CH2:1]([O:8][C:9]1[C:13]2[C:14]([CH3:19])=[N:15][C:16]([Cl:18])=[CH:17][C:12]=2[N:11]([C:20]([C:33]2[CH:38]=[CH:37][CH:36]=[CH:35][CH:34]=2)([C:27]2[CH:32]=[CH:31][CH:30]=[CH:29][CH:28]=2)[C:21]2[CH:26]=[CH:25][CH:24]=[CH:23][CH:22]=2)[N:10]=1)[C:2]1[CH:7]=[CH:6][CH:5]=[CH:4][CH:3]=1.[Se](=O)=[O:40]. Product: [CH2:1]([O:8][C:9]1[C:13]2[C:14]([CH:19]=[O:40])=[N:15][C:16]([Cl:18])=[CH:17][C:12]=2[N:11]([C:20]([C:27]2[CH:28]=[CH:29][CH:30]=[CH:31][CH:32]=2)([C:21]2[CH:26]=[CH:25][CH:24]=[CH:23][CH:22]=2)[C:33]2[CH:38]=[CH:37][CH:36]=[CH:35][CH:34]=2)[N:10]=1)[C:2]1[CH:3]=[CH:4][CH:5]=[CH:6][CH:7]=1. The catalyst class is: 12.